This data is from Forward reaction prediction with 1.9M reactions from USPTO patents (1976-2016). The task is: Predict the product of the given reaction. (1) Given the reactants [CH3:1][CH:2]1[CH2:8][C:7]2[CH:9]=[C:10]3[O:15][CH2:14][O:13][C:11]3=[CH:12][C:6]=2[C:5]([C:16]2[CH:21]=[CH:20][C:19]([N+:22]([O-:24])=[O:23])=[CH:18][CH:17]=2)=[N:4][NH:3]1.[CH2:25]=[C:26]1[O:30][C:28](=[O:29])[CH2:27]1, predict the reaction product. The product is: [CH3:1][CH:2]1[CH2:8][C:7]2[CH:9]=[C:10]3[O:15][CH2:14][O:13][C:11]3=[CH:12][C:6]=2[C:5]([C:16]2[CH:21]=[CH:20][C:19]([N+:22]([O-:24])=[O:23])=[CH:18][CH:17]=2)=[N:4][N:3]1[C:28](=[O:29])[CH2:27][C:26](=[O:30])[CH3:25]. (2) Given the reactants Cl.[NH2:2][C@H:3]([C:5]1[C:6](=[O:16])[NH:7][C:8]2[C:13]([CH:14]=1)=[CH:12][C:11]([Cl:15])=[CH:10][CH:9]=2)[CH3:4].Cl[C:18]1[CH:25]=[C:24]([CH3:26])[C:21]([C:22]#[N:23])=[CH:20][N:19]=1.C(N(CC)C(C)C)(C)C, predict the reaction product. The product is: [Cl:15][C:11]1[CH:12]=[C:13]2[C:8](=[CH:9][CH:10]=1)[NH:7][C:6](=[O:16])[C:5]([C@@H:3]([NH:2][C:18]1[CH:25]=[C:24]([CH3:26])[C:21]([C:22]#[N:23])=[CH:20][N:19]=1)[CH3:4])=[CH:14]2. (3) Given the reactants Cl[C:2]1[N:10]=[C:9]2[C:5]([N:6]=[C:7]([CH2:12][N:13]3[CH2:18][CH2:17][CH:16]([C:19]([OH:22])([CH3:21])[CH3:20])[CH2:15][CH2:14]3)[N:8]2[CH3:11])=[C:4]([N:23]2[CH2:28][CH2:27][O:26][CH2:25][CH2:24]2)[N:3]=1.[C:29]1([NH2:36])[C:30]([NH2:35])=[CH:31][CH:32]=[CH:33][CH:34]=1.[F:37][C:38]([F:43])([CH3:42])[C:39](O)=O, predict the reaction product. The product is: [F:37][C:38]([C:42]1[N:36]([C:2]2[N:10]=[C:9]3[C:5]([N:6]=[C:7]([CH2:12][N:13]4[CH2:14][CH2:15][CH:16]([C:19]([OH:22])([CH3:21])[CH3:20])[CH2:17][CH2:18]4)[N:8]3[CH3:11])=[C:4]([N:23]3[CH2:24][CH2:25][O:26][CH2:27][CH2:28]3)[N:3]=2)[C:29]2[CH:34]=[CH:33][CH:32]=[CH:31][C:30]=2[N:35]=1)([F:43])[CH3:39]. (4) Given the reactants [C:1]1([C:7]2[CH:8]=[CH:9][N:10]3[C:15]=2[C:14]([NH:16][CH2:17][C:18]2[CH:23]=[CH:22][CH:21]=[CH:20][N:19]=2)=[N:13][C:12]([C:24]2[CH:25]=[C:26](/[CH:30]=[CH:31]/[S:32]([NH:35]C(=O)OC(C)(C)C)(=[O:34])=[O:33])[CH:27]=[N:28][CH:29]=2)=[N:11]3)[CH:6]=[CH:5][CH:4]=[CH:3][CH:2]=1, predict the reaction product. The product is: [C:1]1([C:7]2[CH:8]=[CH:9][N:10]3[C:15]=2[C:14]([NH:16][CH2:17][C:18]2[CH:23]=[CH:22][CH:21]=[CH:20][N:19]=2)=[N:13][C:12]([C:24]2[CH:25]=[C:26]([CH2:30][CH2:31][S:32]([NH2:35])(=[O:33])=[O:34])[CH:27]=[N:28][CH:29]=2)=[N:11]3)[CH:2]=[CH:3][CH:4]=[CH:5][CH:6]=1. (5) Given the reactants Cl[C:2]([O:4][CH2:5][CH:6]=[CH2:7])=[O:3].[NH2:8][C@H:9]([C:13]([OH:15])=[O:14])[CH:10]([CH3:12])[CH3:11].C(=O)([O-])[O-].[K+].[K+], predict the reaction product. The product is: [CH2:5]([O:4][C:2]([NH:8][C@@H:9]([CH:10]([CH3:12])[CH3:11])[C:13]([OH:15])=[O:14])=[O:3])[CH:6]=[CH2:7]. (6) Given the reactants Cl[C:2]1[N:7]=[CH:6][C:5]([S:8]([N:11]2[CH2:16][CH2:15][N:14]([C:17]3[CH:22]=[CH:21][C:20]([C:23]([OH:32])([C:28]([F:31])([F:30])[F:29])[C:24]([F:27])([F:26])[F:25])=[CH:19][CH:18]=3)[C@@H:13]([CH2:33][N:34]3[CH2:39][CH2:38][O:37][CH2:36][C@H:35]3[CH3:40])[CH2:12]2)(=[O:10])=[O:9])=[CH:4][CH:3]=1.[OH-].[NH4+:42], predict the reaction product. The product is: [NH2:42][C:2]1[N:7]=[CH:6][C:5]([S:8]([N:11]2[CH2:16][CH2:15][N:14]([C:17]3[CH:22]=[CH:21][C:20]([C:23]([OH:32])([C:28]([F:31])([F:30])[F:29])[C:24]([F:27])([F:26])[F:25])=[CH:19][CH:18]=3)[C@@H:13]([CH2:33][N:34]3[CH2:39][CH2:38][O:37][CH2:36][C@@H:35]3[CH3:40])[CH2:12]2)(=[O:10])=[O:9])=[CH:4][CH:3]=1.